Regression. Given two drug SMILES strings and cell line genomic features, predict the synergy score measuring deviation from expected non-interaction effect. From a dataset of NCI-60 drug combinations with 297,098 pairs across 59 cell lines. (1) Drug 1: CCCS(=O)(=O)NC1=C(C(=C(C=C1)F)C(=O)C2=CNC3=C2C=C(C=N3)C4=CC=C(C=C4)Cl)F. Drug 2: CN(C)N=NC1=C(NC=N1)C(=O)N. Cell line: COLO 205. Synergy scores: CSS=43.8, Synergy_ZIP=3.60, Synergy_Bliss=1.41, Synergy_Loewe=-36.6, Synergy_HSA=0.769. (2) Synergy scores: CSS=1.40, Synergy_ZIP=-1.52, Synergy_Bliss=-2.22, Synergy_Loewe=-0.649, Synergy_HSA=-1.71. Drug 1: CC(C)(C#N)C1=CC(=CC(=C1)CN2C=NC=N2)C(C)(C)C#N. Drug 2: C1C(C(OC1N2C=NC3=C2NC=NCC3O)CO)O. Cell line: SK-MEL-5.